This data is from Full USPTO retrosynthesis dataset with 1.9M reactions from patents (1976-2016). The task is: Predict the reactants needed to synthesize the given product. (1) Given the product [N:15]1([C:21]2[N:26]=[CH:25][C:24]([NH:27][C:12]([C:9]3[S:10][CH:11]=[C:7]([C:1]4[CH:2]=[CH:3][CH:4]=[CH:5][CH:6]=4)[N:8]=3)=[O:14])=[CH:23][CH:22]=2)[CH2:20][CH2:19][O:18][CH2:17][CH2:16]1, predict the reactants needed to synthesize it. The reactants are: [C:1]1([C:7]2[N:8]=[C:9]([C:12]([OH:14])=O)[S:10][CH:11]=2)[CH:6]=[CH:5][CH:4]=[CH:3][CH:2]=1.[N:15]1([C:21]2[N:26]=[CH:25][C:24]([NH2:27])=[CH:23][CH:22]=2)[CH2:20][CH2:19][O:18][CH2:17][CH2:16]1. (2) Given the product [N:1]1[CH:6]=[CH:5][C:4]([S:13]([OH:15])(=[O:17])=[O:16])=[C:3]([S:13]([OH:17])(=[O:16])=[O:15])[C:2]=1[C:7]1[CH:12]=[CH:11][CH:10]=[CH:9][N:8]=1, predict the reactants needed to synthesize it. The reactants are: [N:1]1[CH:6]=[CH:5][CH:4]=[CH:3][C:2]=1[C:7]1[CH:12]=[CH:11][CH:10]=[CH:9][N:8]=1.[S:13](=[O:17])(=[O:16])([OH:15])O. (3) Given the product [Br:18][C:19]1[N:24]=[C:3]([CH2:4][P:5](=[O:12])([O:9][CH2:10][CH3:11])[O:6][CH2:7][CH3:8])[CH:2]=[CH:16][N:20]=1, predict the reactants needed to synthesize it. The reactants are: F[C:2]1[CH:16]=CC(F)=C[C:3]=1[CH2:4][P:5](=[O:12])([O:9][CH2:10][CH3:11])[O:6][CH2:7][CH3:8].[Br:18][C:19]1[N:24]=C(CBr)C=C[N:20]=1. (4) Given the product [CH2:1]([NH:5][C:6](=[O:7])[O-:8])[CH2:2][CH2:3][CH3:4].[CH2:1]([NH3+:5])[CH2:2][CH2:3][CH3:4], predict the reactants needed to synthesize it. The reactants are: [CH2:1]([NH2:5])[CH2:2][CH2:3][CH3:4].[C:6](=[O:8])=[O:7]. (5) Given the product [CH3:31][O:30][C:27]1[CH:28]=[CH:29][C:24]([CH2:23][N:7]2[C:6](=[O:11])[CH:5]([CH2:4][C:3]3[CH:12]=[CH:13][CH:14]=[CH:15][C:2]=3[CH3:1])[NH:9][C:8]2=[O:10])=[CH:25][CH:26]=1, predict the reactants needed to synthesize it. The reactants are: [CH3:1][C:2]1[CH:15]=[CH:14][CH:13]=[CH:12][C:3]=1[CH2:4][C@@H:5]1[NH:9][C:8](=[O:10])[NH:7][C:6]1=[O:11].C([O-])([O-])=O.[K+].[K+].Cl[CH2:23][C:24]1[CH:29]=[CH:28][C:27]([O:30][CH3:31])=[CH:26][CH:25]=1.O. (6) The reactants are: [CH3:1][O:2][C:3]1[C:24]2[O:23][C:10]3[C:11](=[O:22])[N:12]([C@@H:14]([CH2:18][CH:19]([CH3:21])[CH3:20])[C:15](O)=[O:16])[CH2:13][C:9]=3[CH2:8][C:7]=2[C:6]([O:25][CH3:26])=[CH:5][CH:4]=1.[NH2:27][C:28]1[S:29][CH:30]=[CH:31][N:32]=1.ON1[C:38]2C=CC=[CH:42][C:37]=2N=N1. Given the product [CH:19]1([CH2:18][C@H:14]([N:12]2[CH2:13][C:9]3[CH2:8][C:7]4[C:6]([O:25][CH3:26])=[CH:5][CH:4]=[C:3]([O:2][CH3:1])[C:24]=4[O:23][C:10]=3[C:11]2=[O:22])[C:15]([NH:27][C:28]2[S:29][CH:30]=[CH:31][N:32]=2)=[O:16])[CH2:20][CH2:42][CH2:37][CH2:38][CH2:21]1, predict the reactants needed to synthesize it. (7) Given the product [Br:22][C:23]1[CH:28]=[CH:27][C:26]([S:29]([NH:1][CH:2]2[CH2:3][C:4](=[O:7])[NH:5][CH2:6]2)(=[O:31])=[O:30])=[C:25]([CH2:33][CH3:34])[CH:24]=1, predict the reactants needed to synthesize it. The reactants are: [NH2:1][CH:2]1[CH2:6][NH:5][C:4](=[O:7])[CH2:3]1.C1COCC1.CCN(C(C)C)C(C)C.[Br:22][C:23]1[CH:28]=[CH:27][C:26]([S:29](Cl)(=[O:31])=[O:30])=[C:25]([CH2:33][CH3:34])[CH:24]=1. (8) Given the product [CH3:29][O:30][C:31](=[O:35])[C@@H:32]([NH:33][C:11]([C:9]1[CH:8]=[CH:7][C:6]2[N:2]([CH3:1])[C:3]([NH:14][C:15]3[S:16][C:17]4[CH:23]=[C:22]([C:24]([F:25])([F:26])[F:27])[CH:21]=[CH:20][C:18]=4[N:19]=3)=[N:4][C:5]=2[CH:10]=1)=[O:12])[CH3:34], predict the reactants needed to synthesize it. The reactants are: [CH3:1][N:2]1[C:6]2[CH:7]=[CH:8][C:9]([C:11](O)=[O:12])=[CH:10][C:5]=2[N:4]=[C:3]1[NH:14][C:15]1[S:16][C:17]2[CH:23]=[C:22]([C:24]([F:27])([F:26])[F:25])[CH:21]=[CH:20][C:18]=2[N:19]=1.Cl.[CH3:29][O:30][C:31](=[O:35])[C@H:32]([CH3:34])[NH2:33].CN(C(ON1N=NC2C=CC=CC1=2)=[N+](C)C)C.F[P-](F)(F)(F)(F)F.